Predict the reactants needed to synthesize the given product. From a dataset of Full USPTO retrosynthesis dataset with 1.9M reactions from patents (1976-2016). (1) The reactants are: [CH2:1]([OH:11])[CH:2]([OH:10])[CH2:3][O:4][CH2:5][CH:6]([OH:9])[CH2:7][OH:8].[CH:12](=O)[CH2:13][CH2:14][CH2:15][CH2:16][CH2:17][CH3:18]. Given the product [OH:9][CH:6]([CH2:7][O:8][CH2:12][CH2:13][CH2:14][CH2:15][CH2:16][CH2:17][CH3:18])[CH2:5][O:4][CH2:3][CH:2]([OH:10])[CH2:1][OH:11], predict the reactants needed to synthesize it. (2) Given the product [Cl:8][C:6]1[CH:5]=[C:4]([C:9]2[N:14]=[C:13]([C:15]3[CH:20]=[CH:19][CH:18]=[CH:17][CH:16]=3)[CH:12]=[C:11]([C:21]3[CH:26]=[CH:25][CH:24]=[CH:23][CH:22]=3)[N:10]=2)[CH:3]=[C:2]([C:32]2[C:33]3[C:38]([CH:39]=[C:40]4[C:31]=2[CH:30]=[CH:29][CH:28]=[CH:27]4)=[CH:37][CH:36]=[CH:35][CH:34]=3)[CH:7]=1, predict the reactants needed to synthesize it. The reactants are: Br[C:2]1[CH:3]=[C:4]([C:9]2[N:14]=[C:13]([C:15]3[CH:20]=[CH:19][CH:18]=[CH:17][CH:16]=3)[CH:12]=[C:11]([C:21]3[CH:26]=[CH:25][CH:24]=[CH:23][CH:22]=3)[N:10]=2)[CH:5]=[C:6]([Cl:8])[CH:7]=1.[CH:27]1[C:40]2[C:31](=[CH:32][C:33]3[C:38]([C:39]=2B(O)O)=[CH:37][CH:36]=[CH:35][CH:34]=3)[CH:30]=[CH:29][CH:28]=1.[OH-].[Na+]. (3) The reactants are: C(OC([N:8]1[CH2:13][CH2:12][CH:11]([CH2:14][NH:15][C:16]2[CH:21]=[CH:20][C:19]([CH2:22][N:23]3[C:27]4=[N:28][CH:29]=[CH:30][C:31]([CH3:32])=[C:26]4[N:25]=[C:24]3[CH2:33][CH3:34])=[CH:18][CH:17]=2)[CH2:10][CH2:9]1)=O)(C)(C)C.C(OCC)(=O)C.Cl.[OH-].[Na+]. Given the product [CH2:33]([C:24]1[N:23]([CH2:22][C:19]2[CH:20]=[CH:21][C:16]([NH:15][CH2:14][CH:11]3[CH2:10][CH2:9][NH:8][CH2:13][CH2:12]3)=[CH:17][CH:18]=2)[C:27]2=[N:28][CH:29]=[CH:30][C:31]([CH3:32])=[C:26]2[N:25]=1)[CH3:34], predict the reactants needed to synthesize it.